This data is from Reaction yield outcomes from USPTO patents with 853,638 reactions. The task is: Predict the reaction yield, written as a fraction of the theoretical maximum amount of product (1.0 means a 100% yield; for example, 0.34 means a 34% yield). (1) The reactants are Br[C:2]1[CH:6]=[CH:5][S:4][C:3]=1[CH:7]=[O:8].[OH:9][C:10]1[CH:11]=[C:12](B(O)O)[CH:13]=[CH:14][CH:15]=1.C(=O)([O-])[O-].[Na+].[Na+].O. The catalyst is COCCOC.C1C=CC(P(C2C=CC=CC=2)[C-]2C=CC=C2)=CC=1.C1C=CC(P(C2C=CC=CC=2)[C-]2C=CC=C2)=CC=1.Cl[Pd]Cl.[Fe+2]. The product is [OH:9][C:10]1[CH:15]=[C:14]([C:2]2[CH:6]=[CH:5][S:4][C:3]=2[CH:7]=[O:8])[CH:13]=[CH:12][CH:11]=1. The yield is 0.950. (2) The reactants are [F:1][CH:2]([F:11])[O:3][C:4]1[CH:10]=[CH:9][CH:8]=[CH:7][C:5]=1[NH2:6].[N:12]([O-])=O.[Na+].C([O-])(=O)C.[Na+].[C:21]([CH2:24][C:25](=[O:27])[CH3:26])(=[O:23])[CH3:22]. The catalyst is C(O)(=O)C.Cl.O.C(O)C. The product is [F:1][CH:2]([F:11])[O:3][C:4]1[CH:10]=[CH:9][CH:8]=[CH:7][C:5]=1[NH:6][N:12]=[C:24]([C:25](=[O:27])[CH3:26])[C:21](=[O:23])[CH3:22]. The yield is 0.940.